Dataset: Catalyst prediction with 721,799 reactions and 888 catalyst types from USPTO. Task: Predict which catalyst facilitates the given reaction. (1) Reactant: C(N(CC)CC)C.[CH2:8]([O:10][C:11](=[O:19])[C:12]1[CH:17]=[CH:16][C:15](Cl)=[N:14][CH:13]=1)[CH3:9].[CH3:20][C@H:21]1[CH2:26][NH:25][CH2:24][CH2:23][NH:22]1.O. Product: [CH2:8]([O:10][C:11](=[O:19])[C:12]1[CH:17]=[CH:16][C:15]([N:25]2[CH2:24][CH2:23][NH:22][C@@H:21]([CH3:20])[CH2:26]2)=[N:14][CH:13]=1)[CH3:9]. The catalyst class is: 296. (2) Reactant: C([O:8][C:9]([C:11]1[CH:16]=[CH:15][C:14]([N:17]2[CH2:22][CH2:21][C:20]([CH3:28])([C:23]([O:25][CH2:26][CH3:27])=[O:24])[CH2:19][CH2:18]2)=[CH:13][CH:12]=1)=[O:10])C1C=CC=CC=1. Product: [CH2:26]([O:25][C:23]([C:20]1([CH3:28])[CH2:19][CH2:18][N:17]([C:14]2[CH:13]=[CH:12][C:11]([C:9]([OH:10])=[O:8])=[CH:16][CH:15]=2)[CH2:22][CH2:21]1)=[O:24])[CH3:27]. The catalyst class is: 29. (3) Reactant: [C:1]([O:4][CH:5]1[C:14]2[C:9](=[N:10][C:11]([C:22]3[CH:27]=[CH:26][C:25]([CH3:28])=[CH:24][CH:23]=3)=[C:12]([C:15]3[CH:20]=[CH:19][C:18]([CH3:21])=[CH:17][CH:16]=3)[N:13]=2)[NH:8][CH2:7][CH2:6]1)(=[O:3])[CH3:2].O=[CH:30][CH2:31][CH2:32][CH2:33][CH2:34][CH2:35][C:36]([O:38][CH2:39][CH3:40])=[O:37].C(O[BH-](OC(=O)C)OC(=O)C)(=O)C.[Na+]. Product: [CH3:1][O:4][CH:5]1[C:14]2[C:9](=[N:10][C:11]([C:22]3[CH:23]=[CH:24][C:25]([CH3:28])=[CH:26][CH:27]=3)=[C:12]([C:15]3[CH:20]=[CH:19][C:18]([CH3:21])=[CH:17][CH:16]=3)[N:13]=2)[N:8]([CH2:30][CH2:31][CH2:32][CH2:33][CH2:34][CH2:35][C:36]([O:38][CH3:39])=[O:37])[CH2:7][CH2:6]1.[C:1]([O:4][CH:5]1[C:14]2[C:9](=[N:10][C:11]([C:22]3[CH:23]=[CH:24][C:25]([CH3:28])=[CH:26][CH:27]=3)=[C:12]([C:15]3[CH:20]=[CH:19][C:18]([CH3:21])=[CH:17][CH:16]=3)[N:13]=2)[N:8]([CH2:30][CH2:31][CH2:32][CH2:33][CH2:34][CH2:35][C:36]([O:38][CH2:39][CH3:40])=[O:37])[CH2:7][CH2:6]1)(=[O:3])[CH3:2]. The catalyst class is: 325. (4) Reactant: C(O[BH-](OC(=O)C)OC(=O)C)(=O)C.[Na+].[C:15]([O:19][C:20]([N:22]1[CH2:27][CH2:26][CH:25]([NH:28][CH2:29][CH2:30][CH:31]([CH3:33])[CH3:32])[CH2:24][CH2:23]1)=[O:21])([CH3:18])([CH3:17])[CH3:16].[O:34]1[C:38]2[CH:39]=[CH:40][CH:41]=[CH:42][C:37]=2[CH:36]=[C:35]1[CH:43]=O.C([O-])(O)=O.[Na+]. Product: [C:15]([O:19][C:20]([N:22]1[CH2:23][CH2:24][CH:25]([N:28]([CH2:43][C:35]2[O:34][C:38]3[CH:39]=[CH:40][CH:41]=[CH:42][C:37]=3[CH:36]=2)[CH2:29][CH2:30][CH:31]([CH3:33])[CH3:32])[CH2:26][CH2:27]1)=[O:21])([CH3:18])([CH3:17])[CH3:16]. The catalyst class is: 4. (5) Reactant: [CH2:1]([C:4]1[N:5]([O:17][CH2:18][C:19]([NH2:21])=[O:20])[C:6]2[C:15]3[CH:14]=[CH:13][CH:12]=[CH:11][C:10]=3[N:9]=[CH:8][C:7]=2[N:16]=1)[CH2:2][CH3:3].ClC1C=C(C=CC=1)C(OO)=[O:27].C1COCC1. Product: [O-:27][N+:9]1[C:10]2[CH:11]=[CH:12][CH:13]=[CH:14][C:15]=2[C:6]2[N:5]([O:17][CH2:18][C:19]([NH2:21])=[O:20])[C:4]([CH2:1][CH2:2][CH3:3])=[N:16][C:7]=2[CH:8]=1. The catalyst class is: 4.